From a dataset of Forward reaction prediction with 1.9M reactions from USPTO patents (1976-2016). Predict the product of the given reaction. (1) Given the reactants [CH2:1]([O:3][C:4]([N:6]1[CH2:11][CH2:10][N:9]([C:12](=[O:39])[C@@H:13]([NH:23][C:24]([C:26]2[CH:31]=[C:30](Cl)[N:29]=[C:28]([C:33]3[CH:38]=[CH:37][CH:36]=[CH:35][CH:34]=3)[N:27]=2)=[O:25])[CH2:14][CH2:15][C:16]([O:18][C:19]([CH3:22])([CH3:21])[CH3:20])=[O:17])[CH2:8][CH2:7]1)=[O:5])[CH3:2].[C:40]1([CH3:49])[CH:45]=[CH:44][C:43](B(O)O)=[CH:42][CH:41]=1, predict the reaction product. The product is: [CH2:1]([O:3][C:4]([N:6]1[CH2:11][CH2:10][N:9]([C:12](=[O:39])[C@@H:13]([NH:23][C:24]([C:26]2[CH:31]=[C:30]([C:43]3[CH:44]=[CH:45][C:40]([CH3:49])=[CH:41][CH:42]=3)[N:29]=[C:28]([C:33]3[CH:38]=[CH:37][CH:36]=[CH:35][CH:34]=3)[N:27]=2)=[O:25])[CH2:14][CH2:15][C:16]([O:18][C:19]([CH3:22])([CH3:21])[CH3:20])=[O:17])[CH2:8][CH2:7]1)=[O:5])[CH3:2]. (2) The product is: [Cl:13][C:9]1[C:8]([F:14])=[C:7]([C:3]2([OH:6])[CH2:4][N:23]([CH2:20][CH2:21][CH3:22])[CH2:2]2)[CH:12]=[CH:11][CH:10]=1. Given the reactants Cl[CH2:2][C:3]([C:7]1[CH:12]=[CH:11][CH:10]=[C:9]([Cl:13])[C:8]=1[F:14])([OH:6])[CH2:4]Cl.C(=O)(O)[O-].[Na+].[CH2:20]([NH2:23])[CH2:21][CH3:22].C(=O)([O-])[O-].[Na+].[Na+], predict the reaction product. (3) Given the reactants [NH2:1][C:2]1[CH:3]=[C:4]([C:10]2[O:11][C:12]3[CH:18]=[CH:17][C:16]([C:19]4[CH:24]=[CH:23][C:22]([Cl:25])=[CH:21][CH:20]=4)=[CH:15][C:13]=3[N:14]=2)[C:5]([O:8][CH3:9])=[CH:6][CH:7]=1.[CH:26]1[C:31]([C:32]([OH:34])=[O:33])=[CH:30][C:29]2[C:35]([O:37][C:38](=O)[C:28]=2[CH:27]=1)=[O:36], predict the reaction product. The product is: [CH3:9][O:8][C:5]1[C:4]([C:10]2[O:11][C:12]3[CH:18]=[CH:17][C:16]([C:19]4[CH:24]=[CH:23][C:22]([Cl:25])=[CH:21][CH:20]=4)=[CH:15][C:13]=3[N:14]=2)=[CH:3][C:2]([N:1]2[C:35](=[O:36])[C:29]3[C:28](=[CH:27][CH:26]=[C:31]([C:32]([OH:34])=[O:33])[CH:30]=3)[C:38]2=[O:37])=[CH:7][CH:6]=1. (4) Given the reactants [I:1][C:2]1[C:6]2[C:7]([O:11][CH3:12])=[N:8][CH:9]=[CH:10][C:5]=2[NH:4][CH:3]=1.[H-].[Na+].CC1C=CC(S(O[CH:26]([CH2:30][CH3:31])[CH2:27][O:28][CH3:29])(=O)=O)=CC=1, predict the reaction product. The product is: [I:1][C:2]1[C:6]2[C:7]([O:11][CH3:12])=[N:8][CH:9]=[CH:10][C:5]=2[N:4]([CH:26]([CH2:30][CH3:31])[CH2:27][O:28][CH3:29])[CH:3]=1.